Dataset: Forward reaction prediction with 1.9M reactions from USPTO patents (1976-2016). Task: Predict the product of the given reaction. (1) Given the reactants [Br:1][C:2]1[CH:8]=[CH:7][C:5]([NH2:6])=[CH:4][CH:3]=1.Cl[C:10](=[O:15])[C:11]([O:13][CH3:14])=[O:12], predict the reaction product. The product is: [CH3:14][O:13][C:11](=[O:12])[C:10]([NH:6][C:5]1[CH:7]=[CH:8][C:2]([Br:1])=[CH:3][CH:4]=1)=[O:15]. (2) Given the reactants [Cl:1][C:2]1[S:6][C:5]([C:7]([NH:9][CH2:10][C:11]2[O:15][N:14]=[C:13]([C:16]3[CH:21]=[CH:20][C:19](I)=[CH:18][CH:17]=3)[CH:12]=2)=[O:8])=[CH:4][CH:3]=1.[OH:23][C:24]1[CH:29]=[CH:28][CH:27]=[CH:26][N:25]=1.CNCCNC.[O-]P([O-])([O-])=O.[K+].[K+].[K+], predict the reaction product. The product is: [Cl:1][C:2]1[S:6][C:5]([C:7]([NH:9][CH2:10][C:11]2[O:15][N:14]=[C:13]([C:16]3[CH:21]=[CH:20][C:19]([N:25]4[CH:26]=[CH:27][CH:28]=[CH:29][C:24]4=[O:23])=[CH:18][CH:17]=3)[CH:12]=2)=[O:8])=[CH:4][CH:3]=1. (3) Given the reactants [CH3:1][N:2]1[C:10]2[C:5](=[CH:6][CH:7]=[CH:8][CH:9]=2)[CH:4]=[CH:3]1.OS(O)(=O)=O.[H][H], predict the reaction product. The product is: [CH3:1][N:2]1[CH:10]2[CH:5]([CH2:6][CH2:7][CH2:8][CH2:9]2)[CH2:4][CH2:3]1. (4) Given the reactants F[C:2]1[CH:7]=[CH:6][C:5]([S:8]([CH3:11])(=[O:10])=[O:9])=[CH:4][C:3]=1[N+:12]([O-:14])=[O:13].[CH3:15][NH2:16], predict the reaction product. The product is: [CH3:11][S:8]([C:5]1[CH:6]=[CH:7][C:2]([CH2:15][NH2:16])=[C:3]([N+:12]([O-:14])=[O:13])[CH:4]=1)(=[O:10])=[O:9]. (5) Given the reactants [C:1](#[N:6])[C:2]([CH3:5])([CH3:4])[CH3:3].[ClH:7].[CH2:8]([OH:10])[CH3:9], predict the reaction product. The product is: [ClH:7].[C:1](=[NH:6])([O:10][CH2:8][CH3:9])[C:2]([CH3:5])([CH3:4])[CH3:3]. (6) Given the reactants C1(=O)OC(=[O:5])C=C1.OO.[Br:10][CH2:11][C:12]([C:21]1[CH:26]=[CH:25][C:24]([F:27])=[CH:23][C:22]=1[F:28])=[CH:13][C:14]1[CH:19]=[CH:18][CH:17]=[CH:16][C:15]=1[Cl:20], predict the reaction product. The product is: [Br:10][CH2:11][C:12]1([C:21]2[CH:26]=[CH:25][C:24]([F:27])=[CH:23][C:22]=2[F:28])[CH:13]([C:14]2[CH:19]=[CH:18][CH:17]=[CH:16][C:15]=2[Cl:20])[O:5]1. (7) The product is: [CH2:1]([S:3]([N:6]1[CH2:11][CH2:10][CH:9]([C:12]2[C:20]3[C:15](=[C:16]([C:26]([NH2:27])=[O:37])[CH:17]=[C:18]([NH:21][CH2:22][CH:23]([CH3:25])[CH3:24])[CH:19]=3)[NH:14][CH:13]=2)[CH2:8][CH2:7]1)(=[O:4])=[O:5])[CH3:2]. Given the reactants [CH2:1]([S:3]([N:6]1[CH2:11][CH2:10][CH:9]([C:12]2[C:20]3[C:15](=[C:16]([C:26]#[N:27])[CH:17]=[C:18]([NH:21][CH2:22][CH:23]([CH3:25])[CH3:24])[CH:19]=3)[N:14](COCC[Si](C)(C)C)[CH:13]=2)[CH2:8][CH2:7]1)(=[O:5])=[O:4])[CH3:2].S(=O)(=O)(O)[OH:37].C(=O)(O)[O-].[Na+].[OH-].[Na+], predict the reaction product. (8) Given the reactants [ClH:1].[CH3:2][C:3]1[CH:8]=[CH:7][C:6]([C:9]([N:11]2[CH2:16][CH2:15][O:14][CH2:13][CH2:12]2)=[O:10])=[CH:5][C:4]=1[C:17]1[CH:22]=[CH:21][C:20]([CH2:23][C@H:24]([NH:39][C:40]([C@H:42]2[CH2:47][CH2:46][C@H:45]([CH2:48][NH:49]C(=O)OC(C)(C)C)[CH2:44][CH2:43]2)=[O:41])[C:25](=[O:38])[NH:26][C:27]2[CH:32]=[CH:31][C:30]([C:33]3[N:34]=[N:35][NH:36][N:37]=3)=[CH:29][CH:28]=2)=[CH:19][CH:18]=1, predict the reaction product. The product is: [ClH:1].[NH2:49][CH2:48][C@H:45]1[CH2:44][CH2:43][C@H:42]([C:40]([NH:39][C@@H:24]([CH2:23][C:20]2[CH:21]=[CH:22][C:17]([C:4]3[CH:5]=[C:6]([C:9]([N:11]4[CH2:12][CH2:13][O:14][CH2:15][CH2:16]4)=[O:10])[CH:7]=[CH:8][C:3]=3[CH3:2])=[CH:18][CH:19]=2)[C:25](=[O:38])[NH:26][C:27]2[CH:32]=[CH:31][C:30]([C:33]3[N:37]=[N:36][NH:35][N:34]=3)=[CH:29][CH:28]=2)=[O:41])[CH2:47][CH2:46]1.